The task is: Regression/Classification. Given a drug SMILES string, predict its absorption, distribution, metabolism, or excretion properties. Task type varies by dataset: regression for continuous measurements (e.g., permeability, clearance, half-life) or binary classification for categorical outcomes (e.g., BBB penetration, CYP inhibition). Dataset: cyp2d6_veith.. This data is from CYP2D6 inhibition data for predicting drug metabolism from PubChem BioAssay. (1) The drug is O=C(Nc1ccc(-c2nc3ccccc3o2)cc1)c1ccc(N2CCOCC2)c([N+](=O)[O-])c1. The result is 0 (non-inhibitor). (2) The molecule is CC(=O)OCCNC(=O)c1cccnc1. The result is 0 (non-inhibitor). (3) The molecule is O=C1C(=O)N(Cc2ccc(Cl)c(Cl)c2)c2ccccc21. The result is 1 (inhibitor). (4) The drug is Cc1ccc(C(=O)N2CCN(c3ncccn3)CC2)o1. The result is 0 (non-inhibitor). (5) The molecule is CCn1c(-c2cccnc2)n[nH]c1=S. The result is 0 (non-inhibitor). (6) The molecule is CCC(=O)Nc1ccc(C(=O)Nc2ccc3c(c2)OCO3)cc1. The result is 0 (non-inhibitor).